This data is from Peptide-MHC class I binding affinity with 185,985 pairs from IEDB/IMGT. The task is: Regression. Given a peptide amino acid sequence and an MHC pseudo amino acid sequence, predict their binding affinity value. This is MHC class I binding data. (1) The MHC is HLA-B44:02 with pseudo-sequence HLA-B44:02. The peptide sequence is FMVYVPLPA. The binding affinity (normalized) is 0.213. (2) The peptide sequence is QLFNHTMFI. The MHC is HLA-A02:02 with pseudo-sequence HLA-A02:02. The binding affinity (normalized) is 1.00.